This data is from Full USPTO retrosynthesis dataset with 1.9M reactions from patents (1976-2016). The task is: Predict the reactants needed to synthesize the given product. (1) Given the product [Br:15][C:16]1[C:21]([CH3:22])=[C:20]([Cl:23])[CH:19]=[C:18]([CH:24]([Cl:3])[CH3:25])[C:17]=1[O:27][CH2:28][CH3:29], predict the reactants needed to synthesize it. The reactants are: N1C(Cl)=NC(Cl)=NC=1[Cl:3].CN(C)C=O.[Br:15][C:16]1[C:17]([O:27][CH2:28][CH3:29])=[C:18]([CH:24](O)[CH3:25])[CH:19]=[C:20]([Cl:23])[C:21]=1[CH3:22]. (2) Given the product [O:1]1[CH2:6][CH2:5][N:4]([CH2:7][CH2:8][C@@H:9]([NH:18][C:19]2[CH:24]=[CH:23][C:22]([S:25]([NH2:28])(=[O:26])=[O:27])=[CH:21][C:20]=2[N+:29]([O-:31])=[O:30])[CH2:10][S:11][C:12]2[CH:13]=[CH:14][CH:15]=[CH:16][CH:17]=2)[CH2:3][CH2:2]1, predict the reactants needed to synthesize it. The reactants are: [O:1]1[CH2:6][CH2:5][N:4]([C:7](=O)[CH2:8][C@@H:9]([NH:18][C:19]2[CH:24]=[CH:23][C:22]([S:25]([NH2:28])(=[O:27])=[O:26])=[CH:21][C:20]=2[N+:29]([O-:31])=[O:30])[CH2:10][S:11][C:12]2[CH:17]=[CH:16][CH:15]=[CH:14][CH:13]=2)[CH2:3][CH2:2]1.B.C1COCC1.Cl.C([O-])([O-])=O.[Na+].[Na+]. (3) The reactants are: [CH:1]([NH2:3])=O.C(O)(=O)C.[NH2:8][C:9]1[CH:17]=[C:16]([F:18])[C:15]([F:19])=[CH:14][C:10]=1[C:11](O)=[O:12]. Given the product [F:19][C:15]1[CH:14]=[C:10]2[C:9](=[CH:17][C:16]=1[F:18])[N:8]=[CH:1][N:3]=[C:11]2[OH:12], predict the reactants needed to synthesize it. (4) Given the product [O:1]1[C:5]2[CH:6]=[CH:7][CH:8]=[CH:9][C:4]=2[C:3]([NH:10][C:11](=[O:14])[CH2:19][Cl:21])=[N:2]1, predict the reactants needed to synthesize it. The reactants are: [O:1]1[C:5]2[CH:6]=[CH:7][CH:8]=[CH:9][C:4]=2[C:3]([NH2:10])=[N:2]1.[C:11](=[O:14])([O-])[O-].[Cs+].[Cs+].BrC[C:19]([Cl:21])=O.O. (5) Given the product [Cl:8][C:4]1[CH:5]=[CH:6][CH:7]=[C:2]([Cl:1])[C:3]=1[CH2:9][S:10]([C:13]1[CH:14]=[C:15]2[C:19](=[CH:20][CH:21]=1)[NH:18][C:17](=[O:22])/[C:16]/2=[CH:38]\[C:34]1[NH:35][C:36]([CH3:37])=[C:32]([CH2:31][N:26]2[CH2:25][C@H:24]([CH3:23])[NH:29][C@H:28]([CH3:30])[CH2:27]2)[C:33]=1[CH3:40])(=[O:12])=[O:11], predict the reactants needed to synthesize it. The reactants are: [Cl:1][C:2]1[CH:7]=[CH:6][CH:5]=[C:4]([Cl:8])[C:3]=1[CH2:9][S:10]([C:13]1[CH:14]=[C:15]2[C:19](=[CH:20][CH:21]=1)[NH:18][C:17](=[O:22])[CH2:16]2)(=[O:12])=[O:11].[CH3:23][C@H:24]1[NH:29][C@@H:28]([CH3:30])[CH2:27][N:26]([CH2:31][C:32]2[C:33]([CH3:40])=[C:34]([CH:38]=O)[NH:35][C:36]=2[CH3:37])[CH2:25]1. (6) Given the product [F:1][C:2]1[CH:3]=[C:4]([N:10]([C:11]2[C:20]3[C:15](=[CH:16][CH:17]=[CH:18][CH:19]=3)[N:14]=[C:13]([CH3:21])[N:12]=2)[CH3:22])[CH:5]=[CH:6][C:7]=1[O:8][CH3:9], predict the reactants needed to synthesize it. The reactants are: [F:1][C:2]1[CH:3]=[C:4]([NH:10][C:11]2[C:20]3[C:15](=[CH:16][CH:17]=[CH:18][CH:19]=3)[N:14]=[C:13]([CH3:21])[N:12]=2)[CH:5]=[CH:6][C:7]=1[O:8][CH3:9].[CH3:22]I.